From a dataset of Peptide-MHC class II binding affinity with 134,281 pairs from IEDB. Regression. Given a peptide amino acid sequence and an MHC pseudo amino acid sequence, predict their binding affinity value. This is MHC class II binding data. (1) The peptide sequence is NYSLSAAVKAGATLL. The MHC is DRB1_0101 with pseudo-sequence DRB1_0101. The binding affinity (normalized) is 0.909. (2) The peptide sequence is NFSLGAAVKAGAALL. The MHC is DRB5_0101 with pseudo-sequence DRB5_0101. The binding affinity (normalized) is 0.563.